Dataset: Full USPTO retrosynthesis dataset with 1.9M reactions from patents (1976-2016). Task: Predict the reactants needed to synthesize the given product. Given the product [CH2:2]([OH:1])[C@H:3]1[O:4][C@H:11]([O:12][CH2:23][C@H:21]2[O:22][C:15]([OH:16])([CH2:14][OH:13])[C@@H:17]([OH:18])[C@@H:19]2[OH:20])[C@H:9]([OH:10])[C@@H:7]([OH:8])[C@@H:5]1[OH:6], predict the reactants needed to synthesize it. The reactants are: [OH:1][CH2:2][C:3]([C@H:5]([C@@H:7]([C@@H:9]([CH2:11][OH:12])[OH:10])[OH:8])[OH:6])=[O:4].[O:13]=[CH:14][C@@H:15]([C@H:17]([C@@H:19]([C@@H:21]([CH2:23]O)[OH:22])[OH:20])[OH:18])[OH:16].